Dataset: Full USPTO retrosynthesis dataset with 1.9M reactions from patents (1976-2016). Task: Predict the reactants needed to synthesize the given product. Given the product [CH3:46][NH:45][C:43]1[N:42]=[C:41]([C:47]2[CH:52]=[CH:51][CH:50]=[C:49]([CH3:53])[N:48]=2)[CH:40]=[C:39]([C:35]2[CH:36]=[N:37][CH:38]=[C:33]([C:21]3[CH:22]=[N:23][N:24]([CH:26]4[CH2:31][CH2:30][NH:29][CH2:28][CH2:27]4)[CH:25]=3)[CH:34]=2)[CH:44]=1, predict the reactants needed to synthesize it. The reactants are: CNC1N=C(C2C=CC=CN=2)C=C(C2C=NC=CC=2)C=1[C:21]1[CH:22]=[N:23][N:24]([CH:26]2[CH2:31][CH2:30][NH:29][CH2:28][CH2:27]2)[CH:25]=1.Br[C:33]1[CH:34]=[C:35]([C:39]2[CH:44]=[C:43]([NH:45][CH3:46])[N:42]=[C:41]([C:47]3[CH:52]=[CH:51][CH:50]=[C:49]([CH3:53])[N:48]=3)[CH:40]=2)[CH:36]=[N:37][CH:38]=1.